Dataset: Forward reaction prediction with 1.9M reactions from USPTO patents (1976-2016). Task: Predict the product of the given reaction. (1) Given the reactants [Cl:1][C:2]1[N:7]=[C:6]([C:8]([NH2:10])=[O:9])[C:5]([NH:11][C:12]2[CH:17]=[CH:16][C:15]([N:18]3[CH2:23][CH2:22][C:21](=[O:24])[CH2:20][CH2:19]3)=[C:14]([CH3:25])[CH:13]=2)=[N:4][C:3]=1[NH:26][C@@H:27]1[CH2:31][CH2:30][NH:29][CH2:28]1.[C:32](O[C:32]([O:34][C:35]([CH3:38])([CH3:37])[CH3:36])=[O:33])([O:34][C:35]([CH3:38])([CH3:37])[CH3:36])=[O:33], predict the reaction product. The product is: [C:8]([C:6]1[N:7]=[C:2]([Cl:1])[C:3]([NH:26][C@@H:27]2[CH2:31][CH2:30][N:29]([C:32]([O:34][C:35]([CH3:38])([CH3:37])[CH3:36])=[O:33])[CH2:28]2)=[N:4][C:5]=1[NH:11][C:12]1[CH:17]=[CH:16][C:15]([N:18]2[CH2:23][CH2:22][C:21](=[O:24])[CH2:20][CH2:19]2)=[C:14]([CH3:25])[CH:13]=1)(=[O:9])[NH2:10]. (2) Given the reactants [CH2:1]([O:3][C:4]1[CH:9]=[CH:8][CH:7]=[CH:6][C:5]=1[F:10])[CH3:2].C([Li])CCC.CN(C)CCN(C)CCN(C)C.[C:28](=[O:30])=[O:29], predict the reaction product. The product is: [CH2:1]([O:3][C:4]1[C:5]([F:10])=[C:6]([CH:7]=[CH:8][CH:9]=1)[C:28]([OH:30])=[O:29])[CH3:2]. (3) Given the reactants [C:1]1([C:30]2[CH:35]=[CH:34][CH:33]=[CH:32][CH:31]=2)[CH:6]=[CH:5][C:4]([CH2:7][N:8]2[C:12]3[CH:13]=[C:14]([F:19])[C:15](I)=[C:16]([F:17])[C:11]=3[N:10]=[C:9]2[O:20][CH2:21][CH:22]2[CH2:24][CH:23]2[C:25]([O:27][CH2:28][CH3:29])=[O:26])=[CH:3][CH:2]=1.B(O)(O)[C:37]1[CH:38]=[CH:39][C:40]([C:43]2[CH:44]=[CH:45][CH:46]=[CH:47][CH:48]=2)=[CH:41][CH:42]=1.C([O-])([O-])=O.[K+].[K+], predict the reaction product. The product is: [C:40]1([C:43]2[CH:48]=[CH:47][CH:46]=[CH:45][CH:44]=2)[CH:41]=[CH:42][C:37]([C:15]2[C:14]([F:19])=[CH:13][C:12]3[N:8]([CH2:7][C:4]4[CH:3]=[CH:2][C:1]([C:30]5[CH:35]=[CH:34][CH:33]=[CH:32][CH:31]=5)=[CH:6][CH:5]=4)[C:9]([O:20][CH2:21][CH:22]4[CH2:24][CH:23]4[C:25]([O:27][CH2:28][CH3:29])=[O:26])=[N:10][C:11]=3[C:16]=2[F:17])=[CH:38][CH:39]=1. (4) Given the reactants [CH3:1][O:2][C:3](=[O:13])[C:4]1[C:9]([Br:10])=[CH:8][C:7]([Br:11])=[CH:6][C:5]=1[NH2:12].[CH2:14]([N:21]=[C:22]=[O:23])[C:15]1[CH:20]=[CH:19][CH:18]=[CH:17][CH:16]=1, predict the reaction product. The product is: [CH3:1][O:2][C:3](=[O:13])[C:4]1[C:9]([Br:10])=[CH:8][C:7]([Br:11])=[CH:6][C:5]=1[NH:12][C:22]([NH:21][CH2:14][C:15]1[CH:20]=[CH:19][CH:18]=[CH:17][CH:16]=1)=[O:23].